Task: Predict the product of the given reaction.. Dataset: Forward reaction prediction with 1.9M reactions from USPTO patents (1976-2016) (1) Given the reactants [C:1]([CH2:4][C:5]#[N:6])(=O)[CH3:2].C(N([CH2:12][CH3:13])CC)C.Cl.Cl.[NH2:16][NH2:17], predict the reaction product. The product is: [CH3:2][C:1]1[C:4]([C:13]2[CH:12]=[CH:5][CH:4]=[CH:1][CH:2]=2)=[C:5]([NH2:6])[NH:17][N:16]=1. (2) Given the reactants S(C1C=CC(C)=CC=1)([O-])(=O)=O.[CH:12]1([O:17][C:18](=[O:24])[C@@H:19]([NH2:23])[CH:20]([CH3:22])[CH3:21])[CH2:16][CH2:15][CH2:14][CH2:13]1.[P:25](Cl)(Cl)(=[O:37])[O:26][C:27]1[C:36]2[C:31](=[CH:32][CH:33]=[CH:34][CH:35]=2)[CH:30]=[CH:29][CH:28]=1.C(N(CC)CC)C.[Cl:47]CCl, predict the reaction product. The product is: [Cl:47][C:28]1[CH:29]=[CH:30][C:31]2[C:36](=[CH:35][CH:34]=[CH:33][CH:32]=2)[C:27]=1[O:26][P:25](=[N:23][C@@H:19]([CH:20]([CH3:22])[CH3:21])[C:18]([O:17][CH:12]1[CH2:13][CH2:14][CH2:15][CH2:16]1)=[O:24])=[O:37]. (3) Given the reactants [CH:1]1[CH:6]=[CH:5][C:4]([C:7]([O:9][C@@H:10]([C:24](O)=[O:25])[C@@H:11]([O:15][C:16]([C:18]2[CH:23]=[CH:22][CH:21]=[CH:20][CH:19]=2)=[O:17])[C:12]([OH:14])=[O:13])=[O:8])=[CH:3][CH:2]=1.C(OC(=O)C)(=O)C, predict the reaction product. The product is: [O:25]=[C:24]1[C@H:10]([O:9][C:7](=[O:8])[C:4]2[CH:5]=[CH:6][CH:1]=[CH:2][CH:3]=2)[C@@H:11]([O:15][C:16](=[O:17])[C:18]2[CH:19]=[CH:20][CH:21]=[CH:22][CH:23]=2)[C:12](=[O:13])[O:14]1. (4) Given the reactants C1C=C[C:4]2[N:9](O)N=[N:19][C:20]=2[CH:12]=1.O[C:12]1[C:20]2[N:19]=N[NH:9][C:4]=2C=CC=1.[CH3:21][OH:22].[CH3:23]O, predict the reaction product. The product is: [CH3:12][N:9]([CH:21]=[O:22])[CH3:4].[CH3:23][N:19]([CH3:20])[CH:21]=[O:22]. (5) Given the reactants [Si:1](Cl)([C:4]([CH3:7])([CH3:6])[CH3:5])([CH3:3])[CH3:2].[CH3:9][O:10][CH2:11][O:12][C:13]1[CH:14]=[C:15]([CH:18]=[C:19]([O:21][CH2:22][O:23][CH3:24])[CH:20]=1)[CH2:16][OH:17].N1C=CN=C1.Cl, predict the reaction product. The product is: [Si:1]([O:17][CH2:16][C:15]1[CH:14]=[C:13]([O:12][CH2:11][O:10][CH3:9])[CH:20]=[C:19]([O:21][CH2:22][O:23][CH3:24])[CH:18]=1)([C:4]([CH3:7])([CH3:6])[CH3:5])([CH3:3])[CH3:2].